From a dataset of Reaction yield outcomes from USPTO patents with 853,638 reactions. Predict the reaction yield, written as a fraction of the theoretical maximum amount of product (1.0 means a 100% yield; for example, 0.34 means a 34% yield). (1) The reactants are [CH2:1]([O:8][C:9](=[O:21])[NH:10][C:11]1[CH:16]=[CH:15][C:14]([F:17])=[C:13]([CH:18]=[O:19])[C:12]=1[F:20])[C:2]1[CH:7]=[CH:6][CH:5]=[CH:4][CH:3]=1.[NH:22]1[C:26]2=[N:27][CH:28]=[C:29]([C:31]#[N:32])[CH:30]=[C:25]2[CH:24]=[CH:23]1.CO.[OH-].[K+]. The catalyst is O. The product is [CH2:1]([O:8][C:9](=[O:21])[NH:10][C:11]1[CH:16]=[CH:15][C:14]([F:17])=[C:13]([CH:18]([C:24]2[C:25]3[C:26](=[N:27][CH:28]=[C:29]([C:31]#[N:32])[CH:30]=3)[NH:22][CH:23]=2)[OH:19])[C:12]=1[F:20])[C:2]1[CH:7]=[CH:6][CH:5]=[CH:4][CH:3]=1. The yield is 0.310. (2) The reactants are CS(O[CH2:6][CH2:7][N:8]1[CH:12]=[C:11]([C:13]2[CH:18]=[C:17]([C:19]([O:21]C)=[O:20])[CH:16]=[CH:15][N:14]=2)[N:10]=[CH:9]1)(=O)=O.[F:23][C:24]1[CH:33]=[CH:32][C:27]([CH2:28][NH:29][CH2:30][CH3:31])=[CH:26][CH:25]=1. No catalyst specified. The product is [CH2:30]([N:29]([CH2:28][C:27]1[CH:26]=[CH:25][C:24]([F:23])=[CH:33][CH:32]=1)[CH2:6][CH2:7][N:8]1[CH:12]=[C:11]([C:13]2[CH:18]=[C:17]([C:19]([OH:21])=[O:20])[CH:16]=[CH:15][N:14]=2)[N:10]=[CH:9]1)[CH3:31]. The yield is 0.140.